From a dataset of Reaction yield outcomes from USPTO patents with 853,638 reactions. Predict the reaction yield, written as a fraction of the theoretical maximum amount of product (1.0 means a 100% yield; for example, 0.34 means a 34% yield). (1) The reactants are Br[C:2]1[CH:7]=[C:6]([CH3:8])[C:5]([Br:9])=[CH:4][N:3]=1.C([Li])CCC.[CH3:15][C:16]([CH3:18])=[O:17]. The catalyst is C1(C)C=CC=CC=1. The product is [Br:9][C:5]1[C:6]([CH3:8])=[CH:7][C:2]([C:16]([OH:17])([CH3:18])[CH3:15])=[N:3][CH:4]=1. The yield is 0.635. (2) The reactants are Br[C:2]1[C:10]2[O:9][CH2:8][CH:7]([C:11]3[CH:16]=[CH:15][C:14]([CH:17]([CH3:19])[CH3:18])=[CH:13][CH:12]=3)[C:6]=2[C:5]([CH3:20])=[C:4]([NH:21][C:22](=[O:28])[CH2:23][C:24]([CH3:27])([CH3:26])[CH3:25])[C:3]=1[CH3:29].[C:30]([NH:33][C:34]1[CH:35]=[C:36](B(O)O)[CH:37]=[CH:38][CH:39]=1)(=[O:32])[CH3:31].C(=O)([O-])[O-].[Na+].[Na+].C(O)C. The catalyst is C(COC)OC.O.C1(P(C2C=CC=CC=2)C2C=CC=CC=2)C=CC=CC=1.C1(P(C2C=CC=CC=2)C2C=CC=CC=2)C=CC=CC=1.C1(P(C2C=CC=CC=2)C2C=CC=CC=2)C=CC=CC=1.C1(P(C2C=CC=CC=2)C2C=CC=CC=2)C=CC=CC=1.[Pd]. The product is [C:30]([NH:33][C:34]1[CH:39]=[C:38]([C:2]2[C:10]3[O:9][CH2:8][CH:7]([C:11]4[CH:12]=[CH:13][C:14]([CH:17]([CH3:18])[CH3:19])=[CH:15][CH:16]=4)[C:6]=3[C:5]([CH3:20])=[C:4]([NH:21][C:22](=[O:28])[CH2:23][C:24]([CH3:27])([CH3:25])[CH3:26])[C:3]=2[CH3:29])[CH:37]=[CH:36][CH:35]=1)(=[O:32])[CH3:31]. The yield is 0.860. (3) The reactants are [N:1]1([C:6]2[CH:11]=[CH:10][C:9](/[CH:12]=[CH:13]/[C:14]([C:20]3[CH:25]=[C:24]([Cl:26])[CH:23]=[C:22]([Cl:27])[CH:21]=3)([OH:19])[C:15]([F:18])([F:17])[F:16])=[CH:8][CH:7]=2)[CH:5]=[N:4][CH:3]=[N:2]1.[H-].[Na+].[CH3:30]I. The catalyst is C1COCC1. The product is [Cl:27][C:22]1[CH:21]=[C:20]([C:14]([O:19][CH3:30])([C:15]([F:18])([F:17])[F:16])/[CH:13]=[CH:12]/[C:9]2[CH:10]=[CH:11][C:6]([N:1]3[CH:5]=[N:4][CH:3]=[N:2]3)=[CH:7][CH:8]=2)[CH:25]=[C:24]([Cl:26])[CH:23]=1. The yield is 0.350. (4) The reactants are [F:1][C:2]([F:16])([F:15])[C:3]1[CH:4]=[C:5]([N:9]2[CH2:13][CH2:12][NH:11][C:10]2=[O:14])[CH:6]=[CH:7]C=1.[CH:17]1([C:20]2[CH:25]=[CH:24][N+:23]([O-:26])=[CH:22][C:21]=2I)[CH2:19][CH2:18]1.C[NH:29][C@@H]1CCCC[C@H]1NC.P([O-])([O-])([O-])=O.[K+].[K+].[K+]. The catalyst is [Cu](I)I.O1CCOCC1. The product is [CH:17]1([C:20]2[CH:25]=[CH:24][N+:23]([O-:26])=[CH:22][C:21]=2[N:11]2[CH2:12][CH2:13][N:9]([C:5]3[CH:6]=[CH:7][N:29]=[C:3]([C:2]([F:1])([F:15])[F:16])[CH:4]=3)[C:10]2=[O:14])[CH2:19][CH2:18]1. The yield is 0.714. (5) The reactants are C([O:8][C:9]1[C:14](=[O:15])[C:13]([Cl:16])=[CH:12][N:11]([CH3:17])[CH:10]=1)C1C=CC=CC=1. The catalyst is Cl.C(O)C. The product is [Cl:16][C:13]1[C:14](=[O:15])[C:9]([OH:8])=[CH:10][N:11]([CH3:17])[CH:12]=1. The yield is 0.766. (6) The reactants are [Cl:1][C:2]1[C:10]2[N:9]=[C:8]3[N:11]([C:16]4[CH:17]=[N:18][C:19]([O:23]C)=[CH:20][C:21]=4[CH3:22])[CH2:12][CH2:13][CH2:14][CH2:15][N:7]3[C:6]=2[C:5]([CH:25]([CH2:28][CH3:29])[CH2:26][CH3:27])=[CH:4][CH:3]=1.[I-].[Na+].C(#N)C.Cl[Si](C)(C)C. The catalyst is C(=O)([O-])O.[Na+]. The product is [Cl:1][C:2]1[C:10]2[N:9]=[C:8]3[N:11]([C:16]4[C:21]([CH3:22])=[CH:20][C:19](=[O:23])[NH:18][CH:17]=4)[CH2:12][CH2:13][CH2:14][CH2:15][N:7]3[C:6]=2[C:5]([CH:25]([CH2:26][CH3:27])[CH2:28][CH3:29])=[CH:4][CH:3]=1. The yield is 0.720. (7) The reactants are [CH2:1]([O:8][C:9]1[CH:10]=[CH:11][C:12]([CH:24]=O)=[C:13]([CH:23]=1)[O:14][CH2:15][CH2:16][CH2:17][C:18]([O:20][CH2:21][CH3:22])=[O:19])[C:2]1[CH:7]=[CH:6][CH:5]=[CH:4][CH:3]=1.CC([O-])(C)C.[K+]. No catalyst specified. The product is [CH2:1]([O:8][C:9]1[CH:10]=[CH:11][C:12]2=[C:13]([CH:23]=1)[O:14][CH2:15][CH2:16][C:17]([C:18]([O:20][CH2:21][CH3:22])=[O:19])=[CH:24]2)[C:2]1[CH:3]=[CH:4][CH:5]=[CH:6][CH:7]=1. The yield is 0.750. (8) The reactants are [Br:1][CH:2]([CH3:12])[C:3]([NH:5][C:6]([CH3:11])([CH3:10])[C:7]([OH:9])=[O:8])=O.C(N(CC)CC)C.ClC(OCC)=O. The catalyst is CC(C)=O. The product is [Br:1][CH:2]([C:3]1[O:8][C:7](=[O:9])[C:6]([CH3:11])([CH3:10])[N:5]=1)[CH3:12]. The yield is 0.750. (9) The reactants are [CH3:1][O:2][C:3]1[CH:4]=[C:5]2[C:10](=[CH:11][C:12]=1[O:13][CH3:14])[N:9]=[CH:8][CH:7]=[C:6]2[O:15][C:16]1[CH:22]=[CH:21][C:19]([NH2:20])=[C:18]([CH3:23])[C:17]=1[CH3:24].Cl[C:26](Cl)([O:28][C:29](=[O:35])OC(Cl)(Cl)Cl)Cl.[C:37]1(CO)[CH:42]=[CH:41][CH:40]=[CH:39][CH:38]=1.C(=O)(O)[O-].[Na+]. The catalyst is C(Cl)Cl.C(N(CC)CC)C.C1(C)C=CC=CC=1. The product is [CH3:1][O:2][C:3]1[CH:4]=[C:5]2[C:10](=[CH:11][C:12]=1[O:13][CH3:14])[N:9]=[CH:8][CH:7]=[C:6]2[O:15][C:16]1[CH:22]=[CH:21][C:19]([NH:20][C:29](=[O:35])[O:28][CH2:26][C:37]2[CH:42]=[CH:41][CH:40]=[CH:39][CH:38]=2)=[C:18]([CH3:23])[C:17]=1[CH3:24]. The yield is 0.780. (10) The reactants are [NH2:1][C:2]1[S:3][CH:4]=[N:5][N:6]=1.[CH2:7]([C:11]1[CH:16]=[CH:15][C:14]([S:17](Cl)(=[O:19])=[O:18])=[CH:13][CH:12]=1)[CH2:8][CH2:9][CH3:10].O. The catalyst is N1C=CC=CC=1. The product is [CH2:7]([C:11]1[CH:16]=[CH:15][C:14]([S:17]([NH:1][C:2]2[S:3][CH:4]=[N:5][N:6]=2)(=[O:19])=[O:18])=[CH:13][CH:12]=1)[CH2:8][CH2:9][CH3:10]. The yield is 0.590.